Task: Predict the reaction yield, written as a fraction of the theoretical maximum amount of product (1.0 means a 100% yield; for example, 0.34 means a 34% yield).. Dataset: Reaction yield outcomes from USPTO patents with 853,638 reactions (1) The reactants are [CH3:1][N:2]1[C:7]2[CH:8]=[CH:9][CH:10]=[C:11]([CH2:12][CH:13]=O)[C:6]=2[O:5][CH2:4][C:3]1=[O:15].F[C:17]1[CH:26]=[C:25]2[C:20]([CH:21]=[CH:22][C:23]([CH3:27])=[N:24]2)=[C:19]([N:28]2[CH2:33][CH2:32][NH:31][CH2:30][CH2:29]2)[CH:18]=1.C(O[BH-](OC(=O)C)OC(=O)C)(=O)C.[Na+].[Cl:48]CCCl. No catalyst specified. The product is [ClH:48].[CH3:1][N:2]1[C:7]2[CH:8]=[CH:9][CH:10]=[C:11]([CH2:12][CH2:13][N:31]3[CH2:32][CH2:33][N:28]([C:19]4[CH:18]=[CH:17][CH:26]=[C:25]5[C:20]=4[CH:21]=[CH:22][C:23]([CH3:27])=[N:24]5)[CH2:29][CH2:30]3)[C:6]=2[O:5][CH2:4][C:3]1=[O:15]. The yield is 0.670. (2) The reactants are C[O:2][C:3]1[C:12]([C:13]2[CH:18]=[CH:17][CH:16]=[CH:15][N:14]=2)=[CH:11][C:10]2[N:9]=[C:8]([C:19]3[CH:24]=[CH:23][CH:22]=[CH:21][CH:20]=3)[CH:7]=[N:6][C:5]=2[C:4]=1[C:25]([O:27]C)=[O:26].B(Br)(Br)Br.O. The catalyst is ClCCl. The product is [OH:2][C:3]1[C:12]([C:13]2[CH:18]=[CH:17][CH:16]=[CH:15][N:14]=2)=[CH:11][C:10]2[N:9]=[C:8]([C:19]3[CH:24]=[CH:23][CH:22]=[CH:21][CH:20]=3)[CH:7]=[N:6][C:5]=2[C:4]=1[C:25]([OH:27])=[O:26]. The yield is 0.840.